From a dataset of Peptide-MHC class II binding affinity with 134,281 pairs from IEDB. Regression. Given a peptide amino acid sequence and an MHC pseudo amino acid sequence, predict their binding affinity value. This is MHC class II binding data. (1) The peptide sequence is DDMIAAYTAALVSGT. The MHC is DRB5_0101 with pseudo-sequence DRB5_0101. The binding affinity (normalized) is 0.425. (2) The peptide sequence is DLLIEALSAMMLDRL. The MHC is DRB1_0301 with pseudo-sequence DRB1_0301. The binding affinity (normalized) is 0.546. (3) The peptide sequence is WTFDSEEPLQGPFNF. The MHC is DRB3_0202 with pseudo-sequence DRB3_0202. The binding affinity (normalized) is 0. (4) The peptide sequence is DKFTVFEAAFNDAIK. The MHC is DRB1_0901 with pseudo-sequence DRB1_0901. The binding affinity (normalized) is 0.658. (5) The peptide sequence is DPKMLELMRLYITIH. The MHC is DRB1_0701 with pseudo-sequence DRB1_0701. The binding affinity (normalized) is 0.206. (6) The peptide sequence is GRSEFAYGSFVRTVS. The MHC is HLA-DQA10501-DQB10201 with pseudo-sequence HLA-DQA10501-DQB10201. The binding affinity (normalized) is 0.288. (7) The peptide sequence is SQDLELSWNLNGFQAY. The MHC is HLA-DQA10101-DQB10501 with pseudo-sequence HLA-DQA10101-DQB10501. The binding affinity (normalized) is 0.814.